Dataset: Forward reaction prediction with 1.9M reactions from USPTO patents (1976-2016). Task: Predict the product of the given reaction. (1) Given the reactants [CH3:1][O:2][C:3]1[C:8]([C:9]2[CH:10]=[C:11]([NH:14][C:15]3[CH:20]=[N:19][CH:18]=[C:17]([O:21][C@@H:22]4[CH2:27][CH2:26][CH2:25][NH:24][CH2:23]4)[N:16]=3)[NH:12][N:13]=2)=[CH:7][CH:6]=[C:5]([CH3:28])[N:4]=1.[C:29]([OH:34])(=[O:33])[C:30]([OH:32])=[O:31], predict the reaction product. The product is: [C:29]([OH:34])(=[O:33])[C:30]([OH:32])=[O:31].[CH3:1][O:2][C:3]1[C:8]([C:9]2[CH:10]=[C:11]([NH:14][C:15]3[CH:20]=[N:19][CH:18]=[C:17]([O:21][C@@H:22]4[CH2:27][CH2:26][CH2:25][NH:24][CH2:23]4)[N:16]=3)[NH:12][N:13]=2)=[CH:7][CH:6]=[C:5]([CH3:28])[N:4]=1.[CH3:1][O:2][C:3]1[C:8]([C:9]2[CH:10]=[C:11]([NH:14][C:15]3[CH:20]=[N:19][CH:18]=[C:17]([O:21][C@@H:22]4[CH2:27][CH2:26][CH2:25][NH:24][CH2:23]4)[N:16]=3)[NH:12][N:13]=2)=[CH:7][CH:6]=[C:5]([CH3:28])[N:4]=1. (2) Given the reactants [Cl:1][C:2]1[CH:7]=[CH:6][C:5]([C@@H:8]2[CH2:12][NH:11][CH2:10][C@H:9]2[C:13]([N:15]2[CH2:24][C@@H:23]([N:25]([CH:32]3[CH2:37][CH2:36][C:35]([CH3:39])([CH3:38])[CH2:34][CH2:33]3)[C:26](=[O:31])[C:27]([CH3:30])([CH3:29])[CH3:28])[CH2:22][C@H:16]2[C:17]([N:19]([CH3:21])[CH3:20])=[O:18])=[O:14])=[CH:4][CH:3]=1.C(O[C:43]1(O[Si](C)(C)C)[CH2:45][CH2:44]1)C.C([BH3-])#N.[Na+].C(O)(=O)C, predict the reaction product. The product is: [ClH:1].[Cl:1][C:2]1[CH:7]=[CH:6][C:5]([C@@H:8]2[CH2:12][N:11]([CH:43]3[CH2:45][CH2:44]3)[CH2:10][C@H:9]2[C:13]([N:15]2[CH2:24][CH:23]([N:25]([CH:32]3[CH2:37][CH2:36][C:35]([CH3:39])([CH3:38])[CH2:34][CH2:33]3)[C:26](=[O:31])[C:27]([CH3:30])([CH3:29])[CH3:28])[CH2:22][C@H:16]2[C:17]([N:19]([CH3:21])[CH3:20])=[O:18])=[O:14])=[CH:4][CH:3]=1. (3) Given the reactants Cl.[NH2:2][CH:3]([C:16]1[C:20](=[O:21])[CH2:19][CH2:18][C:17]=1[NH:22][C:23]1[CH:28]=[CH:27][N:26]=[C:25]([C:29]([F:32])([F:31])[F:30])[CH:24]=1)[C:4]1[CH:11]=[CH:10][C:7]([C:8]#[N:9])=[CH:6][C:5]=1[S:12]([CH3:15])(=[O:14])=[O:13].[C:33](N1C=CN=C1)(N1C=CN=C1)=[O:34].C(N(CC)CC)C, predict the reaction product. The product is: [O:34]=[C:33]1[NH:2][CH:3]([C:4]2[CH:11]=[CH:10][C:7]([C:8]#[N:9])=[CH:6][C:5]=2[S:12]([CH3:15])(=[O:14])=[O:13])[C:16]2[C:20](=[O:21])[CH2:19][CH2:18][C:17]=2[N:22]1[C:23]1[CH:28]=[CH:27][N:26]=[C:25]([C:29]([F:32])([F:31])[F:30])[CH:24]=1. (4) Given the reactants [F:1][C:2]1[C:13]([F:14])=[C:12]([F:15])[CH:11]=[CH:10][C:3]=1[NH:4][C@@H:5]([CH3:9])[C:6]([OH:8])=[O:7].C1([C@@H](N)C)C=CC=CC=1.Cl, predict the reaction product. The product is: [F:1][C:2]1[C:13]([F:14])=[C:12]([F:15])[CH:11]=[CH:10][C:3]=1[NH:4][C@@H:5]([CH3:9])[C:6]([OH:8])=[O:7].